The task is: Predict which catalyst facilitates the given reaction.. This data is from Catalyst prediction with 721,799 reactions and 888 catalyst types from USPTO. (1) Reactant: [OH:1][C@@H:2]([C@H:7](O)[C:8]1[CH:13]=[CH:12][CH:11]=[CH:10][CH:9]=1)[C:3]([O:5][CH3:6])=[O:4].[BrH:15].[CH3:16][C:17]([OH:19])=O. Product: [C:17]([O:1][C@@H:2]([C@@H:7]([Br:15])[C:8]1[CH:13]=[CH:12][CH:11]=[CH:10][CH:9]=1)[C:3]([O:5][CH3:6])=[O:4])(=[O:19])[CH3:16]. The catalyst class is: 250. (2) Reactant: [Br:1][C:2]1[C:7]([Cl:8])=[CH:6][C:5]([O:9]C)=[CH:4][C:3]=1[N:11]1[CH2:16][CH2:15][N:14]([C:17]2[CH:22]=[CH:21][C:20]([C:23]([F:26])([F:25])[F:24])=[CH:19][N:18]=2)[CH2:13][CH2:12]1.B(Cl)(Cl)Cl.C(=O)=O.CC(C)=O.O. Product: [Br:1][C:2]1[C:7]([Cl:8])=[CH:6][C:5]([OH:9])=[CH:4][C:3]=1[N:11]1[CH2:12][CH2:13][N:14]([C:17]2[CH:22]=[CH:21][C:20]([C:23]([F:26])([F:24])[F:25])=[CH:19][N:18]=2)[CH2:15][CH2:16]1. The catalyst class is: 2. (3) Reactant: Cl[C:2]1[C:3]2[S:10][CH:9]=[CH:8][C:4]=2[N:5]=[CH:6][N:7]=1.[OH:11][CH:12]1[CH2:17][CH2:16][NH:15][CH2:14][CH2:13]1.[N+](C1C=CC([O:27][C:28](=O)[NH:29][C:30]2[CH:35]=[CH:34][C:33]([O:36][CH:37]([CH3:39])[CH3:38])=[CH:32][CH:31]=2)=CC=1)([O-])=O.[H-].[Na+]. Product: [N:5]1[C:4]2[CH:8]=[CH:9][S:10][C:3]=2[C:2]([N:15]2[CH2:16][CH2:17][CH:12]([O:11][C:28](=[O:27])[NH:29][C:30]3[CH:35]=[CH:34][C:33]([O:36][CH:37]([CH3:38])[CH3:39])=[CH:32][CH:31]=3)[CH2:13][CH2:14]2)=[N:7][CH:6]=1. The catalyst class is: 25. (4) Reactant: Cl[C:2]1[CH:11]=[CH:10][C:9]2[C:4](=[CH:5][CH:6]=[C:7]([Cl:22])[C:8]=2[NH:12][C:13](=[O:21])[CH2:14][CH:15]2[CH2:20][CH2:19][CH2:18][CH2:17][CH2:16]2)[N:3]=1.[NH:23]1[CH2:27][CH2:26][C@H:25]([NH:28][CH2:29][CH2:30][C:31]#[N:32])[CH2:24]1. Product: [Cl:22][C:7]1[C:8]([NH:12][C:13](=[O:21])[CH2:14][CH:15]2[CH2:20][CH2:19][CH2:18][CH2:17][CH2:16]2)=[C:9]2[C:4](=[CH:5][CH:6]=1)[N:3]=[C:2]([N:23]1[CH2:27][CH2:26][C@H:25]([NH:28][CH2:29][CH2:30][C:31]#[N:32])[CH2:24]1)[CH:11]=[CH:10]2. The catalyst class is: 66. (5) Reactant: [CH3:1][O:2][C:3](=[O:12])[C:4]1[C:5](=[CH:7][CH:8]=[C:9]([F:11])[CH:10]=1)[OH:6].[H-].[Na+].C1C=CC(N([S:22]([C:25]([F:28])([F:27])[F:26])(=[O:24])=[O:23])[S:22]([C:25]([F:28])([F:27])[F:26])(=[O:24])=[O:23])=CC=1. Product: [F:11][C:9]1[CH:8]=[CH:7][C:5]([O:6][S:22]([C:25]([F:28])([F:27])[F:26])(=[O:24])=[O:23])=[C:4]([CH:10]=1)[C:3]([O:2][CH3:1])=[O:12]. The catalyst class is: 483. (6) Product: [O:35]=[C:34]1[N:20]2[C:19]3[CH:21]=[CH:22][CH:23]=[CH:24][C:18]=3[N:17]=[C:16]2[CH:6]([CH2:7][C:8]2[CH:9]=[CH:10][C:11]([C:12]#[N:13])=[CH:14][CH:15]=2)[NH:5]1. The catalyst class is: 20. Reactant: N#N.Cl.Cl.[NH2:5][C@@H:6]([C:16]1[NH:20][C:19]2[CH:21]=[CH:22][CH:23]=[CH:24][C:18]=2[N:17]=1)[CH2:7][C:8]1[CH:15]=[CH:14][C:11]([C:12]#[N:13])=[CH:10][CH:9]=1.CCN(C(C)C)C(C)C.[C:34](N1C=CN=C1)(N1C=CN=C1)=[O:35].